Predict the reaction yield, written as a fraction of the theoretical maximum amount of product (1.0 means a 100% yield; for example, 0.34 means a 34% yield). From a dataset of Reaction yield outcomes from USPTO patents with 853,638 reactions. (1) The reactants are C([Sn](CCCC)(CCCC)[CH2:6][O:7][CH2:8][O:9][CH3:10])CCC.[Li]CCCC.[Br:24][C:25]1[CH:30]=[CH:29][C:28]([NH:31][C:32]2[C:33]([CH:43]=[O:44])=[CH:34][C:35]3[N:39]([CH3:40])[CH:38]=[N:37][C:36]=3[C:41]=2[F:42])=[C:27]([Cl:45])[CH:26]=1. The catalyst is C1COCC1. The product is [Br:24][C:25]1[CH:30]=[CH:29][C:28]([NH:31][C:32]2[C:33]([CH:43]([OH:44])[CH2:6][O:7][CH2:8][O:9][CH3:10])=[CH:34][C:35]3[N:39]([CH3:40])[CH:38]=[N:37][C:36]=3[C:41]=2[F:42])=[C:27]([Cl:45])[CH:26]=1. The yield is 0.640. (2) The reactants are [CH3:1][O:2][C:3]1[CH:4]=[C:5]([C:12]([OH:14])=[O:13])[C:6](=[CH:10][CH:11]=1)[C:7]([OH:9])=O.S(Cl)(Cl)=O.C1N2CCN(CC2)C1. The catalyst is C(Cl)Cl. The product is [CH3:1][O:2][C:3]1[CH:4]=[C:5]2[C:6](=[CH:10][CH:11]=1)[C:7](=[O:9])[O:14][C:12]2=[O:13]. The yield is 0.580. (3) The reactants are [C:1]([O:5][C:6]([NH:8][C:9]1[CH:14]=[CH:13][C:12]([OH:15])=[CH:11][CH:10]=1)=[O:7])([CH3:4])([CH3:3])[CH3:2].C(=O)([O-])[O-].[Cs+].[Cs+].[CH:22]1([CH2:25]Br)[CH2:24][CH2:23]1. The catalyst is CN(C=O)C. The product is [CH:22]1([CH2:25][O:15][C:12]2[CH:11]=[CH:10][C:9]([NH:8][C:6](=[O:7])[O:5][C:1]([CH3:4])([CH3:2])[CH3:3])=[CH:14][CH:13]=2)[CH2:24][CH2:23]1. The yield is 0.810. (4) The reactants are C(=O)(OC)[O:2][C:3]1[CH:8]=[C:7]([N+:9]([O-:11])=[O:10])[C:6]([F:12])=[CH:5][C:4]=1[C:13]([CH3:16])([CH3:15])[CH3:14].N1CCCCC1. The catalyst is C(Cl)Cl. The product is [C:13]([C:4]1[CH:5]=[C:6]([F:12])[C:7]([N+:9]([O-:11])=[O:10])=[CH:8][C:3]=1[OH:2])([CH3:16])([CH3:14])[CH3:15]. The yield is 0.620.